From a dataset of HIV replication inhibition screening data with 41,000+ compounds from the AIDS Antiviral Screen. Binary Classification. Given a drug SMILES string, predict its activity (active/inactive) in a high-throughput screening assay against a specified biological target. (1) The compound is COc1csc(C2CCC3C4CC=C5CC(OC(C)=O)CCC5(C)C4CCC23C)n1. The result is 0 (inactive). (2) The compound is COC(=O)C(=NNC(C)(C)C)C(C(=O)OC)C(=O)C(=O)Nc1cc(Cl)ccc1Cl. The result is 0 (inactive). (3) The drug is O=C1CCCC2CCCCN12. The result is 0 (inactive). (4) The drug is O=C1C2ON=C(c3ccccc3Br)C2C(=O)N1c1ccc(Cc2ccc(N3C(=O)C4ON=C(c5ccccc5Br)C4C3=O)cc2)cc1. The result is 0 (inactive).